Dataset: Full USPTO retrosynthesis dataset with 1.9M reactions from patents (1976-2016). Task: Predict the reactants needed to synthesize the given product. Given the product [CH3:28][C:21]1[CH:22]=[C:16]2[C:15]3[C@H:11]([CH2:10][CH2:9][NH:8][C:6](=[O:5])[CH3:29])[CH2:12][CH2:13][C:14]=3[CH:19]=[CH:18][N:17]2[N:20]=1, predict the reactants needed to synthesize it. The reactants are: C([O:5][C:6]([NH:8][CH2:9][CH2:10][C@H:11]1[C:15]2[C:16]3[N:17]([N:20]=[C:21]([CH3:28])[C:22]=3C(OCC)=O)[CH:18]=[CH:19][C:14]=2[CH2:13][CH2:12]1)=O)(C)(C)C.[CH2:29](N(CC)CC)C.C(OC(=O)C)(=O)C.O.